From a dataset of Full USPTO retrosynthesis dataset with 1.9M reactions from patents (1976-2016). Predict the reactants needed to synthesize the given product. (1) Given the product [Cl:36][C:28]1[CH:27]=[C:26]([NH:25][C:24]([N:21]2[CH2:22][CH2:23][N:18]([C@H:4]([CH2:3][OH:2])[CH2:5][CH2:6][C:7]([N:9]3[CH2:16][CH2:15][C:12]4([CH2:13][CH2:14]4)[C@H:11]([OH:17])[CH2:10]3)=[O:8])[C:19](=[O:39])[C@@H:20]2[CH3:38])=[O:37])[CH:31]=[CH:30][C:29]=1[C:32]([F:33])([F:34])[F:35], predict the reactants needed to synthesize it. The reactants are: C[O:2][C:3](=O)[C@@H:4]([N:18]1[CH2:23][CH2:22][N:21]([C:24](=[O:37])[NH:25][C:26]2[CH:31]=[CH:30][C:29]([C:32]([F:35])([F:34])[F:33])=[C:28]([Cl:36])[CH:27]=2)[C@@H:20]([CH3:38])[C:19]1=[O:39])[CH2:5][CH2:6][C:7]([N:9]1[CH2:16][CH2:15][C:12]2([CH2:14][CH2:13]2)[C@H:11]([OH:17])[CH2:10]1)=[O:8].[Li+].[BH4-].CO.CC(C)=O. (2) Given the product [Br:5][C:6]1[CH:14]=[CH:13][C:9]([C:10]([O:12][CH3:16])=[O:11])=[C:8]([Cl:15])[CH:7]=1, predict the reactants needed to synthesize it. The reactants are: S(Cl)(Cl)=O.[Br:5][C:6]1[CH:14]=[CH:13][C:9]([C:10]([OH:12])=[O:11])=[C:8]([Cl:15])[CH:7]=1.[CH3:16]O. (3) Given the product [Cl:18][C:4]1[CH:5]=[C:6]([C:9]([C:11]2[CH:16]=[CH:15][CH:14]=[C:13]([Cl:17])[CH:12]=2)=[O:10])[CH:7]=[CH:8][C:3]=1[CH2:2][N:19]1[CH2:23][CH2:22][CH2:21][CH2:20]1, predict the reactants needed to synthesize it. The reactants are: Br[CH2:2][C:3]1[CH:8]=[CH:7][C:6]([C:9]([C:11]2[CH:16]=[CH:15][CH:14]=[C:13]([Cl:17])[CH:12]=2)=[O:10])=[CH:5][C:4]=1[Cl:18].[NH:19]1[CH2:23][CH2:22][CH2:21][CH2:20]1.ClC1C=C(C(C2C=CC(CN3CCCC3)=CC=2)=O)C=CC=1. (4) Given the product [NH2:12][CH:11]([CH2:10][C:9]1[CH:8]=[CH:7][C:6]([O:1][C:2]([CH3:5])([CH3:4])[CH3:3])=[CH:25][CH:24]=1)[CH:15]([C:16]1[CH:21]=[CH:20][CH:19]=[C:18]([Cl:22])[CH:17]=1)[OH:14], predict the reactants needed to synthesize it. The reactants are: [O:1]([C:6]1[CH:25]=[CH:24][C:9]([CH2:10][CH:11]2[CH:15]([C:16]3[CH:21]=[CH:20][CH:19]=[C:18]([Cl:22])[CH:17]=3)[O:14]C(=O)[NH:12]2)=[CH:8][CH:7]=1)[C:2]([CH3:5])([CH3:4])[CH3:3].[OH-].[Na+].O. (5) Given the product [Cl:11][C:12]1[CH:20]=[C:19]([CH3:22])[CH:18]=[C:17]2[C:13]=1[C:14](=[N:32][NH:31][C:30]1[CH:25]=[CH:26][C:27]([S:33]([NH2:36])(=[O:34])=[O:35])=[CH:28][CH:29]=1)[C:15](=[O:23])[N:16]2[OH:9], predict the reactants needed to synthesize it. The reactants are: ClC1C=C(C=C(C)C=1[OH:9])N.[Cl:11][C:12]1[C:20](O)=[C:19]([CH3:22])[CH:18]=[C:17]2[C:13]=1[C:14](=O)[C:15](=[O:23])[NH:16]2.[CH:25]1[C:30]([NH:31][NH2:32])=[CH:29][CH:28]=[C:27]([S:33]([NH2:36])(=[O:35])=[O:34])[CH:26]=1.Cl. (6) The reactants are: [C:1]([O:5][C:6]([N:8]1[CH2:13][CH2:12][CH2:11][C@@H:10]([C:14]([OH:16])=O)[CH2:9]1)=[O:7])([CH3:4])([CH3:3])[CH3:2].CN(C(ON1N=NC2C=CC=NC1=2)=[N+](C)C)C.F[P-](F)(F)(F)(F)F.[C:41]([O:45][C:46](=[O:70])[N:47]([C:55]1[CH:60]=[C:59]([C:61]2[C:66]([Cl:67])=[CH:65][N:64]=[C:63]([NH2:68])[CH:62]=2)[CH:58]=[CH:57][C:56]=1[Cl:69])[CH2:48][CH:49]1[CH2:54][CH2:53][O:52][CH2:51][CH2:50]1)([CH3:44])([CH3:43])[CH3:42].CCN(C(C)C)C(C)C. Given the product [C:41]([O:45][C:46]([N:47]([CH2:48][CH:49]1[CH2:50][CH2:51][O:52][CH2:53][CH2:54]1)[C:55]1[CH:60]=[C:59]([C:61]2[C:66]([Cl:67])=[CH:65][N:64]=[C:63]([NH:68][C:14]([C@@H:10]3[CH2:11][CH2:12][CH2:13][N:8]([C:6]([O:5][C:1]([CH3:2])([CH3:3])[CH3:4])=[O:7])[CH2:9]3)=[O:16])[CH:62]=2)[CH:58]=[CH:57][C:56]=1[Cl:69])=[O:70])([CH3:44])([CH3:42])[CH3:43], predict the reactants needed to synthesize it. (7) Given the product [CH2:1]([C:8]12[CH2:24][CH2:23][C:22](=[O:25])[CH:21]=[C:9]1[CH2:10][CH2:11][CH2:12][C:13]1[CH:18]=[C:17]([OH:19])[CH:16]=[CH:15][C:14]=12)[C:2]1[CH:3]=[CH:4][CH:5]=[CH:6][CH:7]=1, predict the reactants needed to synthesize it. The reactants are: [CH2:1]([C:8]12[CH2:24][CH2:23][C:22](=[O:25])[CH:21]=[C:9]1[CH2:10][CH2:11][CH2:12][C:13]1[CH:18]=[C:17]([O:19]C)[CH:16]=[CH:15][C:14]=12)[C:2]1[CH:7]=[CH:6][CH:5]=[CH:4][CH:3]=1.CS(O)(=O)=O. (8) Given the product [CH3:34][N:18]([CH3:17])[CH2:19][CH2:20][CH2:21][C:22]1[C:23]2[CH2:33][CH2:32][CH2:31][CH2:30][CH2:29][C:24]=2[NH:25][C:26]=1/[CH:27]=[C:10]1\[C:11](=[O:16])[NH:12][C:13]2[C:9]\1=[CH:8][C:7]([C:1]1[CH:2]=[CH:3][CH:4]=[CH:5][CH:6]=1)=[CH:15][CH:14]=2, predict the reactants needed to synthesize it. The reactants are: [C:1]1([C:7]2[CH:8]=[C:9]3[C:13](=[CH:14][CH:15]=2)[NH:12][C:11](=[O:16])[CH2:10]3)[CH:6]=[CH:5][CH:4]=[CH:3][CH:2]=1.[CH3:17][N:18]([CH3:34])[CH2:19][CH2:20][CH2:21][C:22]1[C:23]2[CH2:33][CH2:32][CH2:31][CH2:30][CH2:29][C:24]=2[NH:25][C:26]=1[CH:27]=O.N1CCCCC1. (9) Given the product [C:38]([O:41][CH2:42][O:28][C:27]1[C:22]([C:21](=[O:31])[NH:20][C@H:8]2[CH2:7][CH2:6][CH2:5][C@H:4]([CH2:3][CH2:2][F:1])[C@@H:12]([O:13][CH2:14][CH:15]([CH3:17])[CH3:16])[C@H:11]([CH3:18])[O:10][C:9]2=[O:19])=[N:23][CH:24]=[CH:25][C:26]=1[O:29][CH3:30])(=[O:40])[CH3:39], predict the reactants needed to synthesize it. The reactants are: [F:1][CH2:2][CH2:3][C@@H:4]1[C@@H:12]([O:13][CH2:14][CH:15]([CH3:17])[CH3:16])[C@H:11]([CH3:18])[O:10][C:9](=[O:19])[C@@H:8]([NH:20][C:21](=[O:31])[C:22]2[C:27]([OH:28])=[C:26]([O:29][CH3:30])[CH:25]=[CH:24][N:23]=2)[CH2:7][CH2:6][CH2:5]1.C([O-])([O-])=O.[K+].[K+].[C:38]([O:41][CH2:42]Br)(=[O:40])[CH3:39].